Dataset: Catalyst prediction with 721,799 reactions and 888 catalyst types from USPTO. Task: Predict which catalyst facilitates the given reaction. (1) Reactant: [Cl:1][C:2]1[CH:7]=[CH:6][C:5]([NH:8][C:9](=[O:21])[C:10]2[CH:15]=[CH:14][C:13]([C:16]([F:19])([F:18])[F:17])=[N:12][C:11]=2[CH3:20])=[CH:4][C:3]=1[C:22]1[CH:27]=[CH:26][C:25]([O:28][Si](C(C)C)(C(C)C)C(C)C)=[CH:24][N:23]=1.CCCC[N+](CCCC)(CCCC)CCCC.[F-]. Product: [Cl:1][C:2]1[CH:7]=[CH:6][C:5]([NH:8][C:9](=[O:21])[C:10]2[CH:15]=[CH:14][C:13]([C:16]([F:18])([F:17])[F:19])=[N:12][C:11]=2[CH3:20])=[CH:4][C:3]=1[C:22]1[CH:27]=[CH:26][C:25]([OH:28])=[CH:24][N:23]=1. The catalyst class is: 1. (2) Reactant: [CH2:1]([O:8][C:9]([NH:11][C@@H:12]([C:16]1[CH:21]=[CH:20][C:19]([O:22][CH2:23][CH2:24][O:25][CH:26]2[CH2:31][CH2:30][CH2:29][CH2:28][O:27]2)=[CH:18][CH:17]=1)[C:13](O)=[O:14])=[O:10])[C:2]1[CH:7]=[CH:6][CH:5]=[CH:4][CH:3]=1.[O:32]1[CH2:37][CH2:36][CH2:35][CH2:34][CH:33]1[O:38][CH2:39][CH2:40][O:41][CH2:42][CH2:43][O:44][CH2:45][CH2:46][O:47][C@H:48]1[CH2:52][CH2:51][NH:50][CH2:49]1.C(N(CC)C(C)C)(C)C.F[B-](F)(F)F.N1(OC(N(C)C)=[N+](C)C)C2C=CC=CC=2N=N1. Product: [CH2:1]([O:8][C:9](=[O:10])[NH:11][CH:12]([C:16]1[CH:21]=[CH:20][C:19]([O:22][CH2:23][CH2:24][O:25][CH:26]2[CH2:31][CH2:30][CH2:29][CH2:28][O:27]2)=[CH:18][CH:17]=1)[C:13](=[O:14])[N:50]1[CH2:51][CH2:52][C@@H:48]([O:47][CH2:46][CH2:45][O:44][CH2:43][CH2:42][O:41][CH2:40][CH2:39][O:38][CH:33]2[CH2:34][CH2:35][CH2:36][CH2:37][O:32]2)[CH2:49]1)[C:2]1[CH:3]=[CH:4][CH:5]=[CH:6][CH:7]=1. The catalyst class is: 245. (3) Reactant: [F:1][C:2]1[CH:7]=[CH:6][CH:5]=[CH:4][C:3]=1[S:8](Cl)(=[O:10])=[O:9].[NH2:12][C:13]1[C:14]2[C:21]([C:22]([C:24]3[CH:29]=[C:28](C)[N:27]=[C:26]([NH2:31])[CH:25]=3)=[O:23])=[CH:20][N:19]([CH:32]([CH3:34])[CH3:33])[C:15]=2[N:16]=[CH:17][N:18]=1. Product: [NH2:12][C:13]1[C:14]2[C:21]([C:22]([C:24]3[CH:29]=[CH:28][N:27]=[C:26]([NH:31][S:8]([C:3]4[CH:4]=[CH:5][CH:6]=[CH:7][C:2]=4[F:1])(=[O:10])=[O:9])[CH:25]=3)=[O:23])=[CH:20][N:19]([CH:32]([CH3:34])[CH3:33])[C:15]=2[N:16]=[CH:17][N:18]=1. The catalyst class is: 17.